This data is from Reaction yield outcomes from USPTO patents with 853,638 reactions. The task is: Predict the reaction yield, written as a fraction of the theoretical maximum amount of product (1.0 means a 100% yield; for example, 0.34 means a 34% yield). The reactants are Br[C:2]1[N:7]=[CH:6][C:5]([CH2:8][C:9]2[C:17]3[C:12](=[N:13][CH:14]=[CH:15][CH:16]=3)[NH:11][CH:10]=2)=[CH:4][CH:3]=1.[Cl:18][C:19]1[CH:24]=[CH:23][C:22]([C@@H:25]([NH2:27])[CH3:26])=[CH:21][CH:20]=1. The catalyst is CN1CCCC1. The product is [Cl:18][C:19]1[CH:24]=[CH:23][C:22]([C@@H:25]([NH:27][C:2]2[CH:3]=[CH:4][C:5]([CH2:8][C:9]3[C:17]4[C:12](=[N:13][CH:14]=[CH:15][CH:16]=4)[NH:11][CH:10]=3)=[CH:6][N:7]=2)[CH3:26])=[CH:21][CH:20]=1. The yield is 0.200.